This data is from Rat liver microsome stability data. The task is: Regression/Classification. Given a drug SMILES string, predict its absorption, distribution, metabolism, or excretion properties. Task type varies by dataset: regression for continuous measurements (e.g., permeability, clearance, half-life) or binary classification for categorical outcomes (e.g., BBB penetration, CYP inhibition). Dataset: rlm. (1) The compound is CC(C)c1ccccc1-c1ncc(F)c(NC2(c3ccc(-c4cccnc4)cc3)CC2)n1. The result is 1 (stable in rat liver microsomes). (2) The molecule is COc1ccc(C(NC(=O)COc2cccc(N(C)C)c2)c2cc(Cl)c3cccnc3c2O)cc1. The result is 1 (stable in rat liver microsomes). (3) The drug is Cn1cc(NC(=O)c2ccc3cnc(N[C@@H]4CCCNC4)nn23)c(C(F)(F)F)n1. The result is 1 (stable in rat liver microsomes). (4) The molecule is NC(=O)NCC(=O)N[C@H]1CC[C@H](Nc2nccc(-c3ccncc3)n2)C1. The result is 0 (unstable in rat liver microsomes). (5) The molecule is COC(=O)[C@]12CCC(C)(C)C[C@@H]1[C@@H]1C(=O)C=C3[C@@]4(C)C=C(C#N)C(=O)C(C)(C)[C@@H]4CC[C@@]3(C)[C@]1(C)CC2. The result is 1 (stable in rat liver microsomes). (6) The compound is Cc1ccc2c(c1)[C@]1(C[C@H]1c1ccc3c(C=Cc4ccc(CN5CCOCC5)cc4)[nH]nc3c1)C(=O)N2. The result is 1 (stable in rat liver microsomes).